Dataset: Catalyst prediction with 721,799 reactions and 888 catalyst types from USPTO. Task: Predict which catalyst facilitates the given reaction. Reactant: [N:1]1([CH2:6][CH2:7][O:8][C:9]2[CH:14]=[CH:13][C:12]([NH2:15])=[CH:11][C:10]=2[C:16]2[N:17]([CH3:21])[N:18]=[CH:19][CH:20]=2)[CH:5]=[CH:4][N:3]=[CH:2]1.[F:22][C:23]1[CH:28]=[C:27]([F:29])[CH:26]=[CH:25][C:24]=1[N:30]=[C:31]=[O:32]. Product: [F:22][C:23]1[CH:28]=[C:27]([F:29])[CH:26]=[CH:25][C:24]=1[NH:30][C:31]([NH:15][C:12]1[CH:13]=[CH:14][C:9]([O:8][CH2:7][CH2:6][N:1]2[CH:5]=[CH:4][N:3]=[CH:2]2)=[C:10]([C:16]2[N:17]([CH3:21])[N:18]=[CH:19][CH:20]=2)[CH:11]=1)=[O:32]. The catalyst class is: 4.